From a dataset of Full USPTO retrosynthesis dataset with 1.9M reactions from patents (1976-2016). Predict the reactants needed to synthesize the given product. The reactants are: [Cl:1][C:2]1[CH:3]=[C:4]2[NH:11][C:10]([CH3:13])([CH3:12])[CH2:9][N:5]2[C:6](=[O:8])[N:7]=1.I[CH2:15][CH3:16].C([O-])([O-])=O.[Cs+].[Cs+]. Given the product [Cl:1][C:2]1[CH:3]=[C:4]2[N:11]([CH2:15][CH3:16])[C:10]([CH3:13])([CH3:12])[CH2:9][N:5]2[C:6](=[O:8])[N:7]=1, predict the reactants needed to synthesize it.